Dataset: Full USPTO retrosynthesis dataset with 1.9M reactions from patents (1976-2016). Task: Predict the reactants needed to synthesize the given product. Given the product [CH3:1][C:2]1[C:6]2[CH2:7][NH:8][CH2:9][CH2:10][C:5]=2[S:4][C:3]=1[C:11]([O:13][CH2:14][CH3:15])=[O:12], predict the reactants needed to synthesize it. The reactants are: [CH3:1][C:2]1[C:6]2[CH:7]=[N:8][CH:9]=[CH:10][C:5]=2[S:4][C:3]=1[C:11]([O:13][CH2:14][CH3:15])=[O:12].